This data is from Forward reaction prediction with 1.9M reactions from USPTO patents (1976-2016). The task is: Predict the product of the given reaction. (1) The product is: [N:1]1([CH:7]2[CH2:12][CH2:11][N:10]([C:13]([C:15]3[CH:16]=[C:17]4[C:21](=[CH:22][CH:23]=3)[N:20]([C:39]3[CH:38]=[CH:37][CH:36]=[C:35]([Cl:34])[CH:40]=3)[C:19]([C:24]([N:26]3[CH2:31][CH2:30][C:29]([F:33])([F:32])[CH2:28][CH2:27]3)=[O:25])=[CH:18]4)=[O:14])[CH2:9][CH2:8]2)[CH2:2][CH2:3][CH2:4][CH2:5][CH2:6]1. Given the reactants [N:1]1([CH:7]2[CH2:12][CH2:11][N:10]([C:13]([C:15]3[CH:16]=[C:17]4[C:21](=[CH:22][CH:23]=3)[NH:20][C:19]([C:24]([N:26]3[CH2:31][CH2:30][C:29]([F:33])([F:32])[CH2:28][CH2:27]3)=[O:25])=[CH:18]4)=[O:14])[CH2:9][CH2:8]2)[CH2:6][CH2:5][CH2:4][CH2:3][CH2:2]1.[Cl:34][C:35]1[CH:36]=[C:37](B(O)O)[CH:38]=[CH:39][CH:40]=1.N1C=CC=CC=1, predict the reaction product. (2) Given the reactants Br[C:2]1[C:11]2[C:6](=[CH:7][CH:8]=[CH:9][CH:10]=2)[C:5]([C:12]2[CH:17]=[CH:16][C:15]([Cl:18])=[CH:14][CH:13]=2)=[C:4]([CH:19]([O:24][C:25]([CH3:28])([CH3:27])[CH3:26])[C:20]([O:22]C)=[O:21])[C:3]=1[CH3:29].[C:30]([Cu])#[N:31].CN1C(=O)CCC1, predict the reaction product. The product is: [C:25]([O:24][CH:19]([C:4]1[C:3]([CH3:29])=[C:2]([C:30]#[N:31])[C:11]2[C:6](=[CH:7][CH:8]=[CH:9][CH:10]=2)[C:5]=1[C:12]1[CH:17]=[CH:16][C:15]([Cl:18])=[CH:14][CH:13]=1)[C:20]([OH:22])=[O:21])([CH3:26])([CH3:28])[CH3:27]. (3) Given the reactants [CH:1]1[C:13]2[CH:12]([CH2:14][O:15][C:16](=[O:45])[NH:17][C:18]3[CH:23]=[CH:22][C:21]([S:24][C:25]4[CH:30]=[CH:29][C:28]([C:31](=[O:41])[NH:32][C:33]5[CH:34]=[N:35][C:36]([O:39][CH3:40])=[CH:37][CH:38]=5)=[CH:27][C:26]=4[N+:42]([O-])=O)=[CH:20][CH:19]=3)[C:11]3[C:6](=[CH:7][CH:8]=[CH:9][CH:10]=3)[C:5]=2[CH:4]=[CH:3][CH:2]=1.[Cl-].[NH4+].C(O)C.O1CCCC1, predict the reaction product. The product is: [CH:1]1[C:13]2[CH:12]([CH2:14][O:15][C:16](=[O:45])[NH:17][C:18]3[CH:19]=[CH:20][C:21]([S:24][C:25]4[CH:30]=[CH:29][C:28]([C:31](=[O:41])[NH:32][C:33]5[CH:34]=[N:35][C:36]([O:39][CH3:40])=[CH:37][CH:38]=5)=[CH:27][C:26]=4[NH2:42])=[CH:22][CH:23]=3)[C:11]3[C:6](=[CH:7][CH:8]=[CH:9][CH:10]=3)[C:5]=2[CH:4]=[CH:3][CH:2]=1. (4) Given the reactants [NH2:1][C:2]1[CH:7]=[CH:6][C:5]([N:8]2[CH2:12][CH2:11][C@H:10]([CH2:13][NH:14][C:15](=[O:21])[O:16][C:17]([CH3:20])([CH3:19])[CH3:18])[CH2:9]2)=[CH:4][CH:3]=1.[C:22]([N:29]1[CH:33]=[CH:32]N=[CH:30]1)(N1C=CN=C1)=[O:23].[Cl:34][C:35]1[CH:40]=[CH:39][C:38]([CH:41]2CCNC[CH2:42]2)=[CH:37][CH:36]=1, predict the reaction product. The product is: [Cl:34][C:35]1[CH:40]=[CH:39][C:38]([CH:41]2[CH2:42][CH2:30][N:29]([C:22]([NH:1][C:2]3[CH:7]=[CH:6][C:5]([N:8]4[CH2:12][CH2:11][C@H:10]([CH2:13][NH:14][C:15](=[O:21])[O:16][C:17]([CH3:18])([CH3:20])[CH3:19])[CH2:9]4)=[CH:4][CH:3]=3)=[O:23])[CH2:33][CH2:32]2)=[CH:37][CH:36]=1. (5) The product is: [C:30]([C:29]1[CH:22]([C:19]2[CH:18]=[CH:17][C:16]3[C:21](=[C:12]([OH:11])[CH:13]=[CH:14][CH:15]=3)[N:20]=2)[N:10]([C:8]2[CH:7]=[CH:6][C:5]3[NH:1][CH:2]=[N:3][C:4]=3[CH:9]=2)[C:27](=[O:26])[C:28]=1[OH:33])(=[O:32])[CH3:31]. Given the reactants [NH:1]1[C:5]2[CH:6]=[CH:7][C:8]([NH2:10])=[CH:9][C:4]=2[N:3]=[CH:2]1.[OH:11][C:12]1[CH:13]=[CH:14][CH:15]=[C:16]2[C:21]=1[N:20]=[C:19]([CH:22]=O)[CH:18]=[CH:17]2.C([O:26][C:27](=O)[C:28](=[O:33])[CH2:29][C:30](=[O:32])[CH3:31])C, predict the reaction product. (6) Given the reactants [I:1][C:2]1[C:3]([S:11][C:12]2[N:20]=[C:19]3[C:15]([N:16]=[CH:17][NH:18]3)=[C:14](N)[N:13]=2)=[CH:4][C:5]2[O:9][CH2:8][O:7][C:6]=2[CH:10]=1.Br[CH2:23][CH2:24][CH2:25][NH:26][C:27](=[O:32])[C:28]([CH3:31])([CH3:30])[CH3:29].C([O-])([O-])=O.[Cs+].[Cs+].C[N:40](C=O)C, predict the reaction product. The product is: [NH2:40][C:15]1[N:16]=[CH:17][N:18]=[C:19]2[C:14]=1[N:13]=[C:12]([S:11][C:3]1[C:2]([I:1])=[CH:10][C:6]3[O:7][CH2:8][O:9][C:5]=3[CH:4]=1)[N:20]2[CH2:23][CH2:24][CH2:25][NH:26][C:27](=[O:32])[C:28]([CH3:31])([CH3:30])[CH3:29]. (7) Given the reactants Br[CH:2]([CH:15]([CH3:17])[CH3:16])[CH2:3][N-:4][C:5]1[CH:10]=[C:9]([Cl:11])[C:8]([CH3:12])=[C:7]([Cl:13])[C:6]=1[OH:14].C(=O)([O-])[O-:19].[K+].[K+].O.CCCCCC, predict the reaction product. The product is: [Cl:11][C:9]1[C:8]([CH3:12])=[C:7]([Cl:13])[C:6]2[O:14][CH:2]([CH:15]([CH3:17])[CH3:16])[C:3](=[O:19])[NH:4][C:5]=2[CH:10]=1. (8) Given the reactants [CH3:1][O:2][C:3]1[CH:4]=[C:5]([CH:21]=[CH:22][C:23]=1[O:24][CH3:25])[CH2:6][CH:7]1[C:16]2[C:11](=[CH:12][C:13]([O:19][CH3:20])=[C:14]([O:17][CH3:18])[CH:15]=2)[CH2:10][CH2:9][NH:8]1.Br[CH2:27][C:28](Br)=[O:29].[CH3:31][C:32]1[CH:39]=[CH:38][C:35]([CH2:36][NH2:37])=[CH:34][CH:33]=1, predict the reaction product. The product is: [CH3:1][O:2][C:3]1[CH:4]=[C:5]([CH:21]=[CH:22][C:23]=1[O:24][CH3:25])[CH2:6][CH:7]1[C:16]2[C:11](=[CH:12][C:13]([O:19][CH3:20])=[C:14]([O:17][CH3:18])[CH:15]=2)[CH2:10][CH2:9][N:8]1[CH2:27][C:28]([NH:37][CH2:36][C:35]1[CH:38]=[CH:39][C:32]([CH3:31])=[CH:33][CH:34]=1)=[O:29].